This data is from Full USPTO retrosynthesis dataset with 1.9M reactions from patents (1976-2016). The task is: Predict the reactants needed to synthesize the given product. Given the product [CH3:1][C:2]1[CH:7]=[CH:6][C:5]([C:8]([NH:9][C:10]2[CH:15]=[CH:14][CH:13]=[C:12]([C:16]([F:18])([F:19])[F:17])[CH:11]=2)=[O:20])=[CH:4][C:3]=1[C:21]1[N:22]=[C:23]([N:37]2[CH2:42][CH2:41][O:40][CH2:39][CH2:38]2)[C:24]2[CH2:29][NH:28][CH2:27][C:25]=2[N:26]=1, predict the reactants needed to synthesize it. The reactants are: [CH3:1][C:2]1[CH:7]=[CH:6][C:5]([C:8](=[O:20])[NH:9][C:10]2[CH:15]=[CH:14][CH:13]=[C:12]([C:16]([F:19])([F:18])[F:17])[CH:11]=2)=[CH:4][C:3]=1[C:21]1[N:22]=[C:23]([N:37]2[CH2:42][CH2:41][O:40][CH2:39][CH2:38]2)[C:24]2[CH2:29][N:28](C(OC(C)(C)C)=O)[CH2:27][C:25]=2[N:26]=1.C(O)(C(F)(F)F)=O.